From a dataset of NCI-60 drug combinations with 297,098 pairs across 59 cell lines. Regression. Given two drug SMILES strings and cell line genomic features, predict the synergy score measuring deviation from expected non-interaction effect. (1) Drug 1: CC1=C(C(CCC1)(C)C)C=CC(=CC=CC(=CC(=O)O)C)C. Drug 2: CCCCCOC(=O)NC1=NC(=O)N(C=C1F)C2C(C(C(O2)C)O)O. Cell line: HCC-2998. Synergy scores: CSS=-1.50, Synergy_ZIP=-1.61, Synergy_Bliss=-2.57, Synergy_Loewe=-7.76, Synergy_HSA=-4.42. (2) Drug 1: CN(CC1=CN=C2C(=N1)C(=NC(=N2)N)N)C3=CC=C(C=C3)C(=O)NC(CCC(=O)O)C(=O)O. Drug 2: C1=CN(C(=O)N=C1N)C2C(C(C(O2)CO)O)O.Cl. Cell line: KM12. Synergy scores: CSS=44.8, Synergy_ZIP=-5.76, Synergy_Bliss=-6.16, Synergy_Loewe=-10.7, Synergy_HSA=-6.94. (3) Synergy scores: CSS=12.0, Synergy_ZIP=-2.63, Synergy_Bliss=0.145, Synergy_Loewe=-53.5, Synergy_HSA=-1.51. Cell line: SF-268. Drug 2: CC1C(C(CC(O1)OC2CC(OC(C2O)C)OC3=CC4=CC5=C(C(=O)C(C(C5)C(C(=O)C(C(C)O)O)OC)OC6CC(C(C(O6)C)O)OC7CC(C(C(O7)C)O)OC8CC(C(C(O8)C)O)(C)O)C(=C4C(=C3C)O)O)O)O. Drug 1: C1=NC2=C(N1)C(=S)N=C(N2)N.